Task: Predict the product of the given reaction.. Dataset: Forward reaction prediction with 1.9M reactions from USPTO patents (1976-2016) Given the reactants [CH3:1][S:2]([C:5]1[CH:10]=[CH:9][C:8]([C:11](=O)[CH2:12][CH2:13][C:14](=O)[CH3:15])=[CH:7][CH:6]=1)(=[O:4])=[O:3].[Br:18][C:19]1[CH:25]=[CH:24][C:22]([NH2:23])=[CH:21][CH:20]=1.C1(C)C=CC(S(O)(=O)=O)=CC=1, predict the reaction product. The product is: [Br:18][C:19]1[CH:25]=[CH:24][C:22]([N:23]2[C:11]([C:8]3[CH:9]=[CH:10][C:5]([S:2]([CH3:1])(=[O:4])=[O:3])=[CH:6][CH:7]=3)=[CH:12][CH:13]=[C:14]2[CH3:15])=[CH:21][CH:20]=1.